Task: Predict the reaction yield, written as a fraction of the theoretical maximum amount of product (1.0 means a 100% yield; for example, 0.34 means a 34% yield).. Dataset: Reaction yield outcomes from USPTO patents with 853,638 reactions (1) The reactants are [Br:1][C:2]1[N:7]=[C:6]([C:8]([N:10]2[CH2:15][CH2:14][C:13](=[O:16])[CH2:12][CH2:11]2)=[O:9])[CH:5]=[CH:4][CH:3]=1.C[Si](C)(C)[C:19]([F:22])([F:21])[F:20].[F-].C([N+](CCCC)(CCCC)CCCC)CCC.[Cl-].[NH4+]. The catalyst is C1COCC1.CO. The product is [Br:1][C:2]1[N:7]=[C:6]([C:8]([N:10]2[CH2:15][CH2:14][C:13]([OH:16])([C:19]([F:22])([F:21])[F:20])[CH2:12][CH2:11]2)=[O:9])[CH:5]=[CH:4][CH:3]=1. The yield is 0.970. (2) The reactants are Cl[C:2]([O:4][C:5]1[CH:10]=[CH:9][C:8]([N+:11]([O-:13])=[O:12])=[CH:7][CH:6]=1)=[O:3].[N:14]1([C:20]2[CH:25]=[CH:24][C:23]([NH2:26])=[CH:22][CH:21]=2)[CH2:19][CH2:18][CH2:17][CH2:16][CH2:15]1.C([O-])([O-])=O.[Ca+2]. The catalyst is C1(C)C=CC=CC=1. The product is [N+:11]([C:8]1[CH:9]=[CH:10][C:5]([O:4][C:2](=[O:3])[NH:26][C:23]2[CH:22]=[CH:21][C:20]([N:14]3[CH2:19][CH2:18][CH2:17][CH2:16][CH2:15]3)=[CH:25][CH:24]=2)=[CH:6][CH:7]=1)([O-:13])=[O:12]. The yield is 0.730. (3) The reactants are [C:1]([O:5][C:6]([N:8]1[CH2:13][CH2:12][O:11][C@H:10]([CH2:14][C:15]2[CH:20]=[CH:19][CH:18]=[C:17](Br)[CH:16]=2)[CH2:9]1)=[O:7])([CH3:4])([CH3:3])[CH3:2].C([Li])(C)(C)C.CN(C)[CH:29]=[O:30].[Cl-].[NH4+]. The catalyst is C(OCC)C. The product is [C:1]([O:5][C:6]([N:8]1[CH2:13][CH2:12][O:11][C@H:10]([CH2:14][C:15]2[CH:20]=[CH:19][CH:18]=[C:17]([CH:29]=[O:30])[CH:16]=2)[CH2:9]1)=[O:7])([CH3:4])([CH3:3])[CH3:2]. The yield is 0.430. (4) The yield is 0.710. The reactants are [CH:1]1([NH:6][C:7]2[N:12]3[N:13]=[C:14]([C:36]4[CH:41]=[CH:40][C:39]([F:42])=[CH:38][CH:37]=4)[C:15]([C:16]4[CH:21]=[C:20]([CH2:22][O:23]C5CCCCO5)[N:19]=[C:18]([NH:30][CH:31]5[CH2:35][CH2:34][CH2:33][CH2:32]5)[N:17]=4)=[C:11]3[CH:10]=[CH:9][CH:8]=2)[CH2:5][CH2:4][CH2:3][CH2:2]1.Cl.C(=O)(O)[O-].[Na+].CCOCC. The product is [CH:31]1([NH:30][C:18]2[N:19]=[C:20]([CH2:22][OH:23])[CH:21]=[C:16]([C:15]3[C:14]([C:36]4[CH:37]=[CH:38][C:39]([F:42])=[CH:40][CH:41]=4)=[N:13][N:12]4[C:7]([NH:6][CH:1]5[CH2:2][CH2:3][CH2:4][CH2:5]5)=[CH:8][CH:9]=[CH:10][C:11]=34)[N:17]=2)[CH2:35][CH2:34][CH2:33][CH2:32]1. The catalyst is O1CCCC1. (5) The reactants are C([O:8][C@@H:9]1[CH2:14][CH2:13][C:12]([F:16])([F:15])[CH2:11][C@:10]1([CH3:20])[C:17]([OH:19])=[O:18])C1C=CC=CC=1. The catalyst is CO.[OH-].[OH-].[Pd+2]. The product is [F:15][C:12]1([F:16])[CH2:11][C@:10]([CH3:20])([C:17]([OH:19])=[O:18])[C@H:9]([OH:8])[CH2:14][CH2:13]1. The yield is 0.840. (6) The yield is 0.0240. The reactants are [S:1]1[CH2:5][C@@H:4]([CH2:6][OH:7])[NH:3][CH2:2]1.[Cl:8][CH2:9][CH:10]1[CH2:12]O1. No catalyst specified. The product is [Cl:8][CH2:9][CH:10]1[O:7][CH2:6][C@@H:4]2[CH2:5][S:1][CH2:2][N:3]2[CH2:12]1. (7) The reactants are [C:1]([O:5][N:6]=[C:7]1[C:16]2[C:11](=[CH:12][CH:13]=[C:14](Br)[CH:15]=2)[O:10][C:9]([C:18]2[N:19]=[CH:20][C:21]3[C:26]([CH:27]=2)=[CH:25][CH:24]=[CH:23][CH:22]=3)=[CH:8]1)([CH3:4])([CH3:3])[CH3:2].[CH2:28]([Sn](CCCC)(CCCC)C=C)[CH2:29]CC. The catalyst is C1(C)C=CC=CC=1.C1C=CC([P]([Pd]([P](C2C=CC=CC=2)(C2C=CC=CC=2)C2C=CC=CC=2)([P](C2C=CC=CC=2)(C2C=CC=CC=2)C2C=CC=CC=2)[P](C2C=CC=CC=2)(C2C=CC=CC=2)C2C=CC=CC=2)(C2C=CC=CC=2)C2C=CC=CC=2)=CC=1. The product is [C:1]([O:5][N:6]=[C:7]1[C:16]2[C:11](=[CH:12][CH:13]=[C:14]([CH:28]=[CH2:29])[CH:15]=2)[O:10][C:9]([C:18]2[N:19]=[CH:20][C:21]3[C:26]([CH:27]=2)=[CH:25][CH:24]=[CH:23][CH:22]=3)=[CH:8]1)([CH3:4])([CH3:3])[CH3:2]. The yield is 0.960. (8) The reactants are [Cl:1][C:2]1[N:3]=[C:4]([O:20][CH:21]2[CH2:26][CH2:25][O:24][CH2:23][CH2:22]2)[C:5]2[C:10](I)=[CH:9][N:8]([CH2:12][O:13][CH2:14][CH2:15][Si:16]([CH3:19])([CH3:18])[CH3:17])[C:6]=2[N:7]=1.[CH3:27][N:28]1[CH:32]=[C:31](B2OC(C)(C)C(C)(C)O2)[CH:30]=[N:29]1.O1CCOCC1. The yield is 0.880. The product is [Cl:1][C:2]1[N:3]=[C:4]([O:20][CH:21]2[CH2:26][CH2:25][O:24][CH2:23][CH2:22]2)[C:5]2[C:10]([C:31]3[CH:30]=[N:29][N:28]([CH3:27])[CH:32]=3)=[CH:9][N:8]([CH2:12][O:13][CH2:14][CH2:15][Si:16]([CH3:19])([CH3:18])[CH3:17])[C:6]=2[N:7]=1. The catalyst is O.